This data is from Reaction yield outcomes from USPTO patents with 853,638 reactions. The task is: Predict the reaction yield, written as a fraction of the theoretical maximum amount of product (1.0 means a 100% yield; for example, 0.34 means a 34% yield). (1) The reactants are F[C:2]1[CH:7]=[C:6]([C:8]2[C:16]3[C:11](=[CH:12][N:13]=[C:14]([C:17]4[CH:18]=[N:19][CH:20]=[CH:21][CH:22]=4)[CH:15]=3)[N:10](C3CCCCO3)[N:9]=2)[CH:5]=[CH:4][N:3]=1.[CH2:29]([NH2:32])[CH2:30][NH2:31]. No catalyst specified. The product is [N:19]1[CH:20]=[CH:21][CH:22]=[C:17]([C:14]2[CH:15]=[C:16]3[C:8]([C:6]4[CH:5]=[CH:4][N:3]=[C:2]([NH:31][CH2:30][CH2:29][NH2:32])[CH:7]=4)=[N:9][NH:10][C:11]3=[CH:12][N:13]=2)[CH:18]=1. The yield is 0.640. (2) The yield is 0.730. The reactants are [Br:1][C:2]1[N:6]([S:7]([C:10]2[CH:15]=[CH:14][CH:13]=[CH:12][CH:11]=2)(=[O:9])=[O:8])[CH:5]=[C:4]([CH2:16][NH:17][CH3:18])[CH:3]=1.[C:19](=[O:22])([O-])[OH:20].[Na+]. The product is [C:4]([O:20][C:19](=[O:22])[N:17]([CH2:16][C:4]1[CH:3]=[C:2]([Br:1])[N:6]([S:7]([C:10]2[CH:15]=[CH:14][CH:13]=[CH:12][CH:11]=2)(=[O:9])=[O:8])[CH:5]=1)[CH3:18])([CH3:16])([CH3:5])[CH3:3]. The catalyst is C(OCC)(=O)C. (3) The catalyst is Cl. The product is [NH2:8][C:9]1[N:14]=[C:13]([CH2:15][CH:16]([CH:18]2[CH2:23][CH2:22][NH:21][CH2:20][CH2:19]2)[OH:17])[CH:12]=[CH:11][CH:10]=1. The reactants are C(OC([NH:8][C:9]1[N:14]=[C:13]([CH2:15][CH:16]([CH:18]2[CH2:23][CH2:22][N:21](C(OC(C)(C)C)=O)[CH2:20][CH2:19]2)[OH:17])[CH:12]=[CH:11][CH:10]=1)=O)(C)(C)C. The yield is 0.950. (4) The reactants are [Cl:1][C:2]1[N:3]=[C:4](Cl)[C:5]2[CH2:10][CH2:9][CH:8]([C:11]3[CH:16]=[CH:15][C:14]([F:17])=[CH:13][CH:12]=3)[C:6]=2[N:7]=1.[F:19][C:20]1([F:26])[CH2:25][CH2:24][NH:23][CH2:22][CH2:21]1. The catalyst is CO. The product is [Cl:1][C:2]1[N:3]=[C:4]([N:23]2[CH2:24][CH2:25][C:20]([F:26])([F:19])[CH2:21][CH2:22]2)[C:5]2[CH2:10][CH2:9][CH:8]([C:11]3[CH:16]=[CH:15][C:14]([F:17])=[CH:13][CH:12]=3)[C:6]=2[N:7]=1. The yield is 0.691. (5) The reactants are [Br:1][C:2]1[C:3]2[CH:18]=[CH:17][C:16]([O:19][CH3:20])=[CH:15][C:4]=2[S:5][C:6]=1[C:7]1[CH:12]=[CH:11][C:10]([O:13][CH3:14])=[CH:9][CH:8]=1.FC(F)(F)C(O)=[O:24].OO.S(=O)(O)[O-].[Na+]. The yield is 0.880. The catalyst is C(Cl)Cl.O. The product is [Br:1][C:2]1[C:3]2[CH:18]=[CH:17][C:16]([O:19][CH3:20])=[CH:15][C:4]=2[S:5](=[O:24])[C:6]=1[C:7]1[CH:12]=[CH:11][C:10]([O:13][CH3:14])=[CH:9][CH:8]=1. (6) The reactants are [C:1]1([CH2:17][O:18][C@@H:19]2[C@H:23]([OH:24])[C@@H:22]([CH2:25][OH:26])[O:21][C@H:20]2[N:27]2[C:36]3[N:35]=[CH:34][N:33]=[C:31]([NH2:32])[C:30]=3[N:29]=[CH:28]2)[C:14]2[C:15]3=[C:16]4[C:11](=[CH:12][CH:13]=2)[CH:10]=[CH:9][CH:8]=[C:7]4[CH:6]=[CH:5][C:4]3=[CH:3][CH:2]=1.C[Si](Cl)(C)C.[C:42](Cl)(=[O:49])[C:43]1[CH:48]=[CH:47][CH:46]=[CH:45][CH:44]=1.N. The catalyst is N1C=CC=CC=1. The product is [C:1]1([CH2:17][O:18][C@@H:19]2[C@H:23]([OH:24])[C@@H:22]([CH2:25][OH:26])[O:21][C@H:20]2[N:27]2[C:36]3[N:35]=[CH:34][N:33]=[C:31]([NH:32][C:42](=[O:49])[C:43]4[CH:48]=[CH:47][CH:46]=[CH:45][CH:44]=4)[C:30]=3[N:29]=[CH:28]2)[C:14]2[C:15]3=[C:16]4[C:11](=[CH:12][CH:13]=2)[CH:10]=[CH:9][CH:8]=[C:7]4[CH:6]=[CH:5][C:4]3=[CH:3][CH:2]=1. The yield is 0.500. (7) The reactants are [O:1]1[CH2:6][CH2:5][N:4]([C:7]2[N:12]=[C:11]([N:13]3[CH2:18][CH2:17][O:16][CH2:15][CH2:14]3)[N:10]=[C:9]([C:19]3[CH:24]=[CH:23][C:22]([NH:25][C:26](=[O:37])[NH:27][C:28]4[CH:36]=[CH:35][C:31]([C:32]([OH:34])=O)=[CH:30][CH:29]=4)=[CH:21][CH:20]=3)[N:8]=2)[CH2:3][CH2:2]1.CCN(C(C)C)C(C)C.CN(C(ON1N=NC2C=CC=CC1=2)=[N+](C)C)C.F[P-](F)(F)(F)(F)F.[NH:71]1[CH2:76][CH2:75][CH:74]([N:77]2[CH2:82][CH2:81][O:80][CH2:79][CH2:78]2)[CH2:73][CH2:72]1. The catalyst is CN1C(=O)CCC1. The product is [O:1]1[CH2:6][CH2:5][N:4]([C:7]2[N:12]=[C:11]([N:13]3[CH2:14][CH2:15][O:16][CH2:17][CH2:18]3)[N:10]=[C:9]([C:19]3[CH:20]=[CH:21][C:22]([NH:25][C:26]([NH:27][C:28]4[CH:29]=[CH:30][C:31]([C:32]([N:71]5[CH2:76][CH2:75][CH:74]([N:77]6[CH2:82][CH2:81][O:80][CH2:79][CH2:78]6)[CH2:73][CH2:72]5)=[O:34])=[CH:35][CH:36]=4)=[O:37])=[CH:23][CH:24]=3)[N:8]=2)[CH2:3][CH2:2]1. The yield is 0.620.